Dataset: Full USPTO retrosynthesis dataset with 1.9M reactions from patents (1976-2016). Task: Predict the reactants needed to synthesize the given product. (1) Given the product [ClH:31].[NH2:22][C@@H:15]([CH2:16][C:17]1[S:18][CH:19]=[CH:20][CH:21]=1)[C:14]([NH:13][CH2:12][CH2:11][NH:10][C:2]1[S:1][C:5]2[CH:6]=[CH:7][CH:8]=[CH:9][C:4]=2[N:3]=1)=[O:30], predict the reactants needed to synthesize it. The reactants are: [S:1]1[C:5]2[CH:6]=[CH:7][CH:8]=[CH:9][C:4]=2[N:3]=[C:2]1[NH:10][CH2:11][CH2:12][NH:13][C:14](=[O:30])[C@@H:15]([NH:22]C(=O)OC(C)(C)C)[CH2:16][C:17]1[S:18][CH:19]=[CH:20][CH:21]=1.[ClH:31]. (2) Given the product [CH2:20]([C:14]1[N:15]([CH2:16][CH:17]([CH3:19])[CH3:18])[C:5]2[C:4]3[CH:3]=[C:2]([C:24]4[CH:23]=[N:22][CH:27]=[CH:26][CH:25]=4)[CH:11]=[CH:10][C:9]=3[N:8]=[C:7]([NH2:12])[C:6]=2[N:13]=1)[CH3:21], predict the reactants needed to synthesize it. The reactants are: Br[C:2]1[CH:11]=[CH:10][C:9]2[N:8]=[C:7]([NH2:12])[C:6]3[N:13]=[C:14]([CH2:20][CH3:21])[N:15]([CH2:16][CH:17]([CH3:19])[CH3:18])[C:5]=3[C:4]=2[CH:3]=1.[N:22]1[CH:27]=[CH:26][CH:25]=[C:24](B(O)O)[CH:23]=1. (3) Given the product [CH3:1][O:2][C:3]1[CH:15]=[C:14]([O:16][CH3:17])[CH:13]=[CH:12][C:4]=1[CH2:5][N:6]([C:7]1[S:11][N:10]=[CH:9][N:8]=1)[S:37]([C:30]1[CH:31]=[C:32]([F:36])[C:33]([F:35])=[CH:34][C:29]=1[F:28])(=[O:39])=[O:38], predict the reactants needed to synthesize it. The reactants are: [CH3:1][O:2][C:3]1[CH:15]=[C:14]([O:16][CH3:17])[CH:13]=[CH:12][C:4]=1[CH2:5][NH:6][C:7]1[S:11][N:10]=[CH:9][N:8]=1.C[Si](C)(C)[N-][Si](C)(C)C.[Li+].[F:28][C:29]1[CH:34]=[C:33]([F:35])[C:32]([F:36])=[CH:31][C:30]=1[S:37](Cl)(=[O:39])=[O:38]. (4) Given the product [CH2:18]([NH:25][C:26]([C:28]1[S:32][C:31]([N:33]2[CH:38]=[CH:37][C:36]([O:11][CH2:12][CH:13]3[CH2:14][CH2:15][CH2:16][CH2:17]3)=[CH:35][C:34]2=[O:40])=[N:30][C:29]=1[CH3:41])=[O:27])[C:19]1[CH:24]=[CH:23][CH:22]=[CH:21][CH:20]=1, predict the reactants needed to synthesize it. The reactants are: CC1C=CC(S([O:11][CH2:12][CH:13]2[CH2:17][CH2:16][CH2:15][CH2:14]2)(=O)=O)=CC=1.[CH2:18]([NH:25][C:26]([C:28]1[S:32][C:31]([N:33]2[CH:38]=[CH:37][C:36](O)=[CH:35][C:34]2=[O:40])=[N:30][C:29]=1[CH3:41])=[O:27])[C:19]1[CH:24]=[CH:23][CH:22]=[CH:21][CH:20]=1. (5) The reactants are: N1C=CC=CC=1.[C:7](Cl)(=[O:15])[O:8][C:9]1[CH:14]=[CH:13][CH:12]=[CH:11][CH:10]=1.[CH2:17]([C:19]1[N:20]=[CH:21][C:22]([NH2:25])=[N:23][CH:24]=1)[CH3:18]. Given the product [CH2:17]([C:19]1[N:20]=[CH:21][C:22]([NH:25][C:7](=[O:15])[O:8][C:9]2[CH:14]=[CH:13][CH:12]=[CH:11][CH:10]=2)=[N:23][CH:24]=1)[CH3:18], predict the reactants needed to synthesize it. (6) Given the product [CH2:1]([O:3][C:4](=[O:19])[C:5]1[CH:10]=[C:9]([C:11]2[CH:16]=[CH:15][C:14]([CH3:17])=[CH:13][N:12]=2)[CH:8]=[C:7]([I:29])[CH:6]=1)[CH3:2], predict the reactants needed to synthesize it. The reactants are: [CH2:1]([O:3][C:4](=[O:19])[C:5]1[CH:10]=[C:9]([C:11]2[CH:16]=[CH:15][C:14]([CH3:17])=[CH:13][N:12]=2)[CH:8]=[C:7](N)[CH:6]=1)[CH3:2].N(OCCC(C)C)=O.C(I)[I:29].